This data is from Forward reaction prediction with 1.9M reactions from USPTO patents (1976-2016). The task is: Predict the product of the given reaction. Given the reactants [F:1][C:2]1[CH:3]=[CH:4][C:5]([NH2:11])=[C:6]([CH:10]=1)[C:7]([OH:9])=[O:8].C(=O)([O-])O.[Na+].[N:17]1[C:26]2[C:21](=[CH:22][CH:23]=[CH:24][C:25]=2[S:27](Cl)(=[O:29])=[O:28])[CH:20]=[CH:19][CH:18]=1, predict the reaction product. The product is: [F:1][C:2]1[CH:3]=[CH:4][C:5]([NH:11][S:27]([C:25]2[CH:24]=[CH:23][CH:22]=[C:21]3[C:26]=2[N:17]=[CH:18][CH:19]=[CH:20]3)(=[O:28])=[O:29])=[C:6]([CH:10]=1)[C:7]([OH:9])=[O:8].